This data is from Reaction yield outcomes from USPTO patents with 853,638 reactions. The task is: Predict the reaction yield, written as a fraction of the theoretical maximum amount of product (1.0 means a 100% yield; for example, 0.34 means a 34% yield). (1) The reactants are [NH2:1][CH2:2][C:3]1[CH:4]=[C:5]2[C:9](=[CH:10][CH:11]=1)[C:8](=[O:12])[N:7]([CH:13]1[CH2:18][CH2:17][C:16](=[O:19])[NH:15][C:14]1=[O:20])[CH2:6]2.S(O)(=O)(=O)C.[F:26][C:27]([F:37])([C:31]1([OH:36])[CH2:35][CH2:34][CH2:33][CH2:32]1)[C:28](O)=[O:29].C(N(C(C)C)CC)(C)C.F[P-](F)(F)(F)(F)F.CN(C(N(C)C)=[N+]1C2C(=NC=CC=2)[N+]([O-])=N1)C. The catalyst is CS(C)=O.CN(C)C=O. The product is [O:20]=[C:14]1[CH:13]([N:7]2[CH2:6][C:5]3[C:9](=[CH:10][CH:11]=[C:3]([CH2:2][NH:1][C:28](=[O:29])[C:27]([F:26])([F:37])[C:31]4([OH:36])[CH2:35][CH2:34][CH2:33][CH2:32]4)[CH:4]=3)[C:8]2=[O:12])[CH2:18][CH2:17][C:16](=[O:19])[NH:15]1. The yield is 0.747. (2) The reactants are C([O-])=O.[NH4+].[F:5][C:6]1[CH:7]=[CH:8][C:9]([N+:19]([O-])=O)=[C:10]([CH:18]=1)[O:11][CH:12]1[CH2:17][CH2:16][O:15][CH2:14][CH2:13]1. The catalyst is [Pd].CO. The product is [F:5][C:6]1[CH:7]=[CH:8][C:9]([NH2:19])=[C:10]([O:11][CH:12]2[CH2:17][CH2:16][O:15][CH2:14][CH2:13]2)[CH:18]=1. The yield is 0.760. (3) The reactants are CC1(C)COB([C:8]2[CH:16]=[C:15]3[C:11]([CH2:12][N:13]4[C:19]([C:20]5[C:21]([C:26]6[CH:31]=[CH:30][CH:29]=[CH:28][CH:27]=6)=[N:22][O:23][C:24]=5[CH3:25])=[N:18][N:17]=[C:14]43)=[CH:10][CH:9]=2)OC1.Br[C:34]1[CH:39]=[CH:38][CH:37]=[C:36]([CH3:40])[N:35]=1.C([O-])([O-])=O.[Cs+].[Cs+]. The catalyst is O1CCOCC1. The product is [CH3:25][C:24]1[O:23][N:22]=[C:21]([C:26]2[CH:31]=[CH:30][CH:29]=[CH:28][CH:27]=2)[C:20]=1[C:19]1[N:13]2[CH2:12][C:11]3[C:15]([C:14]2=[N:17][N:18]=1)=[CH:16][C:8]([C:34]1[CH:39]=[CH:38][CH:37]=[C:36]([CH3:40])[N:35]=1)=[CH:9][CH:10]=3. The yield is 0.260.